Task: Regression. Given a peptide amino acid sequence and an MHC pseudo amino acid sequence, predict their binding affinity value. This is MHC class II binding data.. Dataset: Peptide-MHC class II binding affinity with 134,281 pairs from IEDB (1) The peptide sequence is EENEGDNACKRTYSD. The MHC is DRB1_0801 with pseudo-sequence DRB1_0801. The binding affinity (normalized) is 0. (2) The peptide sequence is AAGVPPADKYRTFVA. The MHC is DRB4_0101 with pseudo-sequence DRB4_0103. The binding affinity (normalized) is 0. (3) The peptide sequence is DRRWCFDGPRTNTIL. The MHC is DRB1_0405 with pseudo-sequence DRB1_0405. The binding affinity (normalized) is 0. (4) The peptide sequence is AACTAGTTVYGAFAA. The MHC is HLA-DQA10501-DQB10301 with pseudo-sequence HLA-DQA10501-DQB10301. The binding affinity (normalized) is 0.635. (5) The peptide sequence is FAVGLLFRRLTSREV. The MHC is DRB1_1101 with pseudo-sequence DRB1_1101. The binding affinity (normalized) is 0.973. (6) The peptide sequence is EGTVDFIFGEARSLY. The binding affinity (normalized) is 0.718. The MHC is DRB1_0404 with pseudo-sequence DRB1_0404. (7) The peptide sequence is GLVPKLDAAYSVAYK. The MHC is HLA-DQA10102-DQB10602 with pseudo-sequence HLA-DQA10102-DQB10602. The binding affinity (normalized) is 0.268. (8) The peptide sequence is SKAYANMWSLMYFHK. The MHC is DRB3_0202 with pseudo-sequence DRB3_0202. The binding affinity (normalized) is 0.851.